From a dataset of Catalyst prediction with 721,799 reactions and 888 catalyst types from USPTO. Predict which catalyst facilitates the given reaction. Reactant: [Cl:1][C:2]1[C:7]([CH3:8])=[C:6](Cl)[N:5]2[N:10]=[CH:11][CH:12]=[C:4]2[N:3]=1.[CH3:13][O:14][C:15]1[CH:22]=[CH:21][C:18]([CH2:19][NH2:20])=[CH:17][CH:16]=1.C(N(CC)CC)C. Product: [Cl:1][C:2]1[C:7]([CH3:8])=[C:6]([NH:20][CH2:19][C:18]2[CH:21]=[CH:22][C:15]([O:14][CH3:13])=[CH:16][CH:17]=2)[N:5]2[N:10]=[CH:11][CH:12]=[C:4]2[N:3]=1. The catalyst class is: 41.